From a dataset of Full USPTO retrosynthesis dataset with 1.9M reactions from patents (1976-2016). Predict the reactants needed to synthesize the given product. (1) Given the product [C:11]([O:15][C:16](=[O:35])[CH2:17][CH2:18][N:19]([C:23]1[CH:28]=[CH:27][C:26]([O:29][C:30]([F:32])([F:33])[F:31])=[C:25]([Cl:34])[CH:24]=1)[CH2:20][CH:21]=[O:22])([CH3:14])([CH3:12])[CH3:13], predict the reactants needed to synthesize it. The reactants are: C(Cl)(=O)C(Cl)=O.CS(C)=O.[C:11]([O:15][C:16](=[O:35])[CH2:17][CH2:18][N:19]([C:23]1[CH:28]=[CH:27][C:26]([O:29][C:30]([F:33])([F:32])[F:31])=[C:25]([Cl:34])[CH:24]=1)[CH2:20][CH2:21][OH:22])([CH3:14])([CH3:13])[CH3:12].C(N(CC)CC)C.OP([O-])(O)=O.[K+]. (2) Given the product [Cl:1][C:2]1[CH:10]=[CH:9][C:5]([C:6]([NH:41][CH:34]([C:35]2[CH:36]=[CH:37][CH:38]=[CH:39][CH:40]=2)[CH2:33][NH:32][C:31](=[O:42])[O:30][C:26]([CH3:29])([CH3:27])[CH3:28])=[O:7])=[CH:4][C:3]=1[NH:11][C:12]([C:14]1[C:24](=[O:25])[NH:23][C:17]2[N:18]=[C:19]([CH3:22])[N:20]=[CH:21][C:16]=2[CH:15]=1)=[O:13], predict the reactants needed to synthesize it. The reactants are: [Cl:1][C:2]1[CH:10]=[CH:9][C:5]([C:6](O)=[O:7])=[CH:4][C:3]=1[NH:11][C:12]([C:14]1[C:24](=[O:25])[NH:23][C:17]2[N:18]=[C:19]([CH3:22])[N:20]=[CH:21][C:16]=2[CH:15]=1)=[O:13].[C:26]([O:30][C:31](=[O:42])[NH:32][CH2:33][CH:34]([NH2:41])[C:35]1[CH:40]=[CH:39][CH:38]=[CH:37][CH:36]=1)([CH3:29])([CH3:28])[CH3:27].CN(C(ON1N=NC2C=CC=NC1=2)=[N+](C)C)C.F[P-](F)(F)(F)(F)F.C(N(CC)CC)C. (3) The reactants are: [O:1]=[C:2]1[NH:6][C:5]([C:10]2[CH:15]=[CH:14][C:13]([O:16][CH3:17])=[CH:12][CH:11]=2)([CH2:7][C:8]#[CH:9])[C:4](=[O:18])[N:3]1[C:19]1[CH:26]=[CH:25][C:22]([C:23]#[N:24])=[C:21]([C:27]([F:30])([F:29])[F:28])[CH:20]=1.[CH3:31]N(C=O)C. Given the product [O:1]=[C:2]1[N:6]([CH3:31])[C:5]([C:10]2[CH:11]=[CH:12][C:13]([O:16][CH3:17])=[CH:14][CH:15]=2)([CH2:7][C:8]#[CH:9])[C:4](=[O:18])[N:3]1[C:19]1[CH:26]=[CH:25][C:22]([C:23]#[N:24])=[C:21]([C:27]([F:30])([F:28])[F:29])[CH:20]=1, predict the reactants needed to synthesize it. (4) The reactants are: [F:1][C:2]1[CH:7]=[C:6]([F:8])[CH:5]=[CH:4][C:3]=1[N+:9]([O-:11])=[O:10].[Cl:12][S:13](O)(=[O:15])=[O:14]. Given the product [F:8][C:6]1[CH:7]=[C:2]([F:1])[C:3]([N+:9]([O-:11])=[O:10])=[CH:4][C:5]=1[S:13]([Cl:12])(=[O:15])=[O:14], predict the reactants needed to synthesize it. (5) Given the product [O:13]1[CH2:18][CH2:17][N:16]([CH2:19][CH2:20][NH:21][C:2]2[C:11]([F:12])=[CH:10][CH:9]=[CH:8][C:3]=2[C:4]([O:6][CH3:7])=[O:5])[CH2:15][CH2:14]1, predict the reactants needed to synthesize it. The reactants are: F[C:2]1[C:11]([F:12])=[CH:10][CH:9]=[CH:8][C:3]=1[C:4]([O:6][CH3:7])=[O:5].[O:13]1[CH2:18][CH2:17][N:16]([CH2:19][CH2:20][NH2:21])[CH2:15][CH2:14]1. (6) Given the product [CH2:1]([S:3][C:36]([S:38][C:14]([CH3:5])([CH3:24])[C:15]([OH:34])=[O:23])=[S:37])[CH3:2], predict the reactants needed to synthesize it. The reactants are: [CH2:1]([SH:3])[CH3:2].[Cl-].[C:5]([C:14]([NH3+])([C:24](=O)CCCCCCC)[C:15](=[O:23])CCCCCCC)(=O)CCCCCCC.[OH-:34].[Na+].[C:36](=[S:38])=[S:37].C(Cl)(Cl)Cl.Cl. (7) Given the product [CH2:12]([O:14][C:15]([C:16]1[CH:20]=[C:21]([C:22]2[CH:23]=[CH:24][CH:25]=[CH:26][CH:27]=2)[N:6]([C:5]2[CH:7]=[CH:8][CH:9]=[C:3]([C:2]([F:10])([F:11])[F:1])[CH:4]=2)[C:17]=1[CH3:18])=[O:29])[CH3:13], predict the reactants needed to synthesize it. The reactants are: [F:1][C:2]([F:11])([F:10])[C:3]1[CH:4]=[C:5]([CH:7]=[CH:8][CH:9]=1)[NH2:6].[CH2:12]([O:14][C:15](=[O:29])[CH:16]([CH2:20][C:21](=O)[C:22]1[CH:27]=[CH:26][CH:25]=[CH:24][CH:23]=1)[C:17](=O)[CH3:18])[CH3:13].CC1C=CC(S(O)(=O)=O)=CC=1.